Dataset: Forward reaction prediction with 1.9M reactions from USPTO patents (1976-2016). Task: Predict the product of the given reaction. (1) Given the reactants [N+:1]([C:4]1[CH:9]=[CH:8][C:7]([CH2:10][CH2:11][C:12]([O:14][CH3:15])=[O:13])=[CH:6][CH:5]=1)([O-])=O, predict the reaction product. The product is: [NH2:1][C:4]1[CH:5]=[CH:6][C:7]([CH2:10][CH2:11][C:12]([O:14][CH3:15])=[O:13])=[CH:8][CH:9]=1. (2) Given the reactants C([O:8][N:9]1[C:21]2[C:20]3[CH:19]=[CH:18][CH:17]=[CH:16][C:15]=3[N:14]=[C:13]([NH2:22])[C:12]=2[N:11]=[C:10]1[CH2:23][CH2:24][CH3:25])C1C=CC=CC=1.[H][H], predict the reaction product. The product is: [NH2:22][C:13]1[C:12]2[N:11]=[C:10]([CH2:23][CH2:24][CH3:25])[N:9]([OH:8])[C:21]=2[C:20]2[CH:19]=[CH:18][CH:17]=[CH:16][C:15]=2[N:14]=1. (3) Given the reactants [O:1]1[C:8]2[CH:7]=[C:6]([C:9]([OH:11])=[O:10])[NH:5][C:4]=2[CH:3]=[CH:2]1.[C:12]([O:17][CH:18](Cl)[CH3:19])(=[O:16])[CH:13]([CH3:15])[CH3:14], predict the reaction product. The product is: [O:1]1[C:8]2[CH:7]=[C:6]([C:9]([O:11][CH:18]([O:17][C:12](=[O:16])[CH:13]([CH3:15])[CH3:14])[CH3:19])=[O:10])[NH:5][C:4]=2[CH:3]=[CH:2]1. (4) Given the reactants Cl.COC1C=C(OC)C=C(OC)C=1C[NH2:7].C(N(CC)C(C)C)(C)C.C(=O)([O-])[O-].[K+].[K+].Br[CH2:32][C:33]1[CH:60]=[C:36]2[CH2:37][N:38]([C:42]([O:44][CH2:45][C:46]3[CH:51]=[C:50]([C:52]([F:55])([F:54])[F:53])[CH:49]=[C:48]([C:56]([F:59])([F:58])[F:57])[CH:47]=3)=[O:43])[CH2:39][CH2:40][CH2:41][N:35]2[N:34]=1.FC(F)(F)C(O)=O.[OH-].[Na+], predict the reaction product. The product is: [NH2:7][CH2:32][C:33]1[CH:60]=[C:36]2[CH2:37][N:38]([C:42]([O:44][CH2:45][C:46]3[CH:51]=[C:50]([C:52]([F:55])([F:54])[F:53])[CH:49]=[C:48]([C:56]([F:59])([F:58])[F:57])[CH:47]=3)=[O:43])[CH2:39][CH2:40][CH2:41][N:35]2[N:34]=1. (5) Given the reactants Cl.[Cl:2][C:3]1[C:12]([Cl:13])=[CH:11][CH:10]=[C:9]2[C:4]=1[CH:5]=[CH:6][N:7]([CH2:15][CH:16]1[CH2:21][CH2:20][NH:19][CH2:18][CH2:17]1)[C:8]2=[O:14].[C:22]1([C:28]2[CH:32]=[C:31]([CH:33]=O)[O:30][N:29]=2)[CH:27]=[CH:26][CH:25]=[CH:24][CH:23]=1.C(O[BH-](OC(=O)C)OC(=O)C)(=O)C.[Na+], predict the reaction product. The product is: [Cl:2][C:3]1[C:12]([Cl:13])=[CH:11][CH:10]=[C:9]2[C:4]=1[CH:5]=[CH:6][N:7]([CH2:15][CH:16]1[CH2:21][CH2:20][N:19]([CH2:33][C:31]3[O:30][N:29]=[C:28]([C:22]4[CH:23]=[CH:24][CH:25]=[CH:26][CH:27]=4)[CH:32]=3)[CH2:18][CH2:17]1)[C:8]2=[O:14]. (6) Given the reactants [CH3:1][CH:2]([CH3:38])[CH2:3][CH2:4][NH:5][C:6]([C:8]1[N:9]=[N:10][C:11]([N:14]2[CH2:19][CH2:18][N:17]([C:20]([C:22]3[N:23](CC4C=CC=CC=4)[N:24]=[N:25][C:26]=3[C:27]([F:30])([F:29])[F:28])=[O:21])[CH2:16][CH2:15]2)=[CH:12][CH:13]=1)=[O:7], predict the reaction product. The product is: [CH3:1][CH:2]([CH3:38])[CH2:3][CH2:4][NH:5][C:6]([C:8]1[N:9]=[N:10][C:11]([N:14]2[CH2:15][CH2:16][N:17]([C:20]([C:22]3[NH:23][N:24]=[N:25][C:26]=3[C:27]([F:29])([F:28])[F:30])=[O:21])[CH2:18][CH2:19]2)=[CH:12][CH:13]=1)=[O:7]. (7) Given the reactants [CH3:1][C:2]1([C:15](OCC)=[O:16])[CH2:7][CH2:6][N:5]([C:8]([O:10][C:11]([CH3:14])([CH3:13])[CH3:12])=[O:9])[CH2:4][CH2:3]1.[Li+].[BH4-], predict the reaction product. The product is: [OH:16][CH2:15][C:2]1([CH3:1])[CH2:7][CH2:6][N:5]([C:8]([O:10][C:11]([CH3:14])([CH3:13])[CH3:12])=[O:9])[CH2:4][CH2:3]1. (8) Given the reactants [NH2:1][C:2]1[C:3]([C:22]2[CH:27]=[CH:26][C:25]([Cl:28])=[CH:24][C:23]=2[Cl:29])=[N:4][C:5]([NH:8][CH2:9][CH2:10][NH:11][C:12]2[CH:17]=[CH:16][C:15]([N+:18]([O-:20])=[O:19])=[C:14]([NH2:21])[N:13]=2)=[N:6][CH:7]=1.[C:30](O)(=[O:36])[CH2:31][CH2:32][C:33](O)=[O:34].CN(C(ON1N=NC2C=CC=CC1=2)=[N+](C)C)C.F[P-](F)(F)(F)(F)F.C(N(CC)C(C)C)(C)C, predict the reaction product. The product is: [NH2:21][C:14]1[N:13]=[C:12]([NH:11][CH2:10][CH2:9][NH:8][C:5]2[N:4]=[C:3]([C:22]3[CH:27]=[CH:26][C:25]([Cl:28])=[CH:24][C:23]=3[Cl:29])[C:2]([N:1]3[C:33](=[O:34])[CH2:32][CH2:31][C:30]3=[O:36])=[CH:7][N:6]=2)[CH:17]=[CH:16][C:15]=1[N+:18]([O-:20])=[O:19]. (9) Given the reactants [F:1][C:2]1([F:20])[CH2:7][CH2:6][N:5]([CH2:8][C:9]2[N:10]=[C:11]([C:18]#[N:19])[N:12]3[CH:17]=[CH:16][CH:15]=[CH:14][C:13]=23)[CH2:4][CH2:3]1.[Li+].C[Si]([N-:26][Si](C)(C)C)(C)C, predict the reaction product. The product is: [F:20][C:2]1([F:1])[CH2:7][CH2:6][N:5]([CH2:8][C:9]2[N:10]=[C:11]([C:18](=[NH:26])[NH2:19])[N:12]3[CH:17]=[CH:16][CH:15]=[CH:14][C:13]=23)[CH2:4][CH2:3]1.